This data is from Forward reaction prediction with 1.9M reactions from USPTO patents (1976-2016). The task is: Predict the product of the given reaction. (1) Given the reactants [OH-].[Na+].[CH2:3]([C:5]1[CH:10]=[CH:9][C:8]([C:11]([N:13]2[CH2:18][CH2:17][CH:16]([C:19]([O:21]CC)=[O:20])[CH2:15][CH2:14]2)=[O:12])=[CH:7][CH:6]=1)[CH3:4], predict the reaction product. The product is: [CH2:3]([C:5]1[CH:6]=[CH:7][C:8]([C:11]([N:13]2[CH2:18][CH2:17][CH:16]([C:19]([OH:21])=[O:20])[CH2:15][CH2:14]2)=[O:12])=[CH:9][CH:10]=1)[CH3:4]. (2) Given the reactants [H-].[H-].[H-].[H-].[Li+].[Al+3].[C:7]([CH:9]1[CH2:15][CH:14]2[N:16]([C:17]([O:19][C:20]([CH3:23])([CH3:22])[CH3:21])=[O:18])[CH:11]([CH2:12][CH2:13]2)[CH2:10]1)#[N:8].O, predict the reaction product. The product is: [NH2:8][CH2:7][CH:9]1[CH2:10][CH:11]2[N:16]([C:17]([O:19][C:20]([CH3:23])([CH3:22])[CH3:21])=[O:18])[CH:14]([CH2:13][CH2:12]2)[CH2:15]1.